From a dataset of Reaction yield outcomes from USPTO patents with 853,638 reactions. Predict the reaction yield, written as a fraction of the theoretical maximum amount of product (1.0 means a 100% yield; for example, 0.34 means a 34% yield). (1) The reactants are [CH:1]1[C:13]2[CH:12]([CH2:14][O:15][C:16]([N:18]([CH3:31])[CH2:19][C:20]([O:22][CH2:23][C:24]([O:26]C(C)(C)C)=[O:25])=[O:21])=[O:17])[C:11]3[C:6](=[CH:7][CH:8]=[CH:9][CH:10]=3)[C:5]=2[CH:4]=[CH:3][CH:2]=1.C([SiH](C(C)C)C(C)C)(C)C.FC(F)(F)C(O)=O. The catalyst is C(Cl)Cl. The product is [CH:10]1[C:11]2[CH:12]([CH2:14][O:15][C:16]([N:18]([CH3:31])[CH2:19][C:20]([O:22][CH2:23][C:24]([OH:26])=[O:25])=[O:21])=[O:17])[C:13]3[C:5](=[CH:4][CH:3]=[CH:2][CH:1]=3)[C:6]=2[CH:7]=[CH:8][CH:9]=1. The yield is 1.00. (2) The reactants are [F:1][C:2]1[CH:7]=[C:6]([F:8])[C:5]([F:9])=[CH:4][C:3]=1[C:10](=[O:12])[CH3:11].[BH4-].[Na+]. The product is [F:1][C:2]1[CH:7]=[C:6]([F:8])[C:5]([F:9])=[CH:4][C:3]=1[CH:10]([OH:12])[CH3:11]. The catalyst is C(O)C. The yield is 1.00.